The task is: Predict which catalyst facilitates the given reaction.. This data is from Catalyst prediction with 721,799 reactions and 888 catalyst types from USPTO. (1) Reactant: [F:1][C:2]1[CH:3]=[C:4]([N+:14]([O-])=O)[CH:5]=[CH:6][C:7]=1[N:8]1[CH:12]=[CH:11][N:10]=[C:9]1[CH3:13].C([O-])=O.[NH4+]. Product: [NH2:14][C:4]1[CH:5]=[CH:6][C:7]([N:8]2[CH:12]=[CH:11][N:10]=[C:9]2[CH3:13])=[C:2]([F:1])[CH:3]=1. The catalyst class is: 541. (2) Product: [F:11][C:12]1[CH:13]=[CH:14][C:15]([CH2:16][CH:17]2[C:24]3[CH:23]=[C:22]([C:25]([O:27][CH3:28])=[O:26])[N:21]([S:29]([C:32]4[CH:33]=[CH:34][C:35]([CH3:36])=[CH:37][CH:38]=4)(=[O:30])=[O:31])[C:20]=3[CH2:19][CH2:18]2)=[CH:39][CH:40]=1. The catalyst class is: 45. Reactant: FC1C=CC(C[Mg]Cl)=CC=1.[F:11][C:12]1[CH:40]=[CH:39][C:15]([CH:16]=[C:17]2[C:24]3[CH:23]=[C:22]([C:25]([O:27][CH3:28])=[O:26])[N:21]([S:29]([C:32]4[CH:38]=[CH:37][C:35]([CH3:36])=[CH:34][CH:33]=4)(=[O:31])=[O:30])[C:20]=3[CH2:19][CH2:18]2)=[CH:14][CH:13]=1. (3) Product: [F:29][C:16]1[C:17]([NH:19][C:20]([NH:22][CH2:23][CH2:24][C:25]([F:28])([CH3:27])[CH3:26])=[O:21])=[CH:18][C:13]([C:7]2[C:8]([CH3:12])=[N:9][C:10]3[C:5]([CH:6]=2)=[CH:4][N:3]=[C:2]([NH:35][C:36](=[O:38])[O:37][C:46]([CH3:72])([CH3:47])[CH3:45])[CH:11]=3)=[C:14]([CH3:30])[CH:15]=1. The catalyst class is: 160. Reactant: Cl[C:2]1[CH:11]=[C:10]2[C:5]([CH:6]=[C:7]([C:13]3[C:14]([CH3:30])=[CH:15][C:16]([F:29])=[C:17]([NH:19][C:20]([NH:22][CH2:23][CH2:24][C:25]([F:28])([CH3:27])[CH3:26])=[O:21])[CH:18]=3)[C:8]([CH3:12])=[N:9]2)=[CH:4][N:3]=1.C([NH:35][C:36](=[O:38])[O-:37])(C)(C)C.C(=O)([O-])[O-].[K+].[K+].[CH3:45][C:46]1(C)[C:72]2C(=C(P(C3C=CC=CC=3)C3C=CC=CC=3)C=CC=2)OC2C(P(C3C=CC=CC=3)C3C=CC=CC=3)=CC=C[C:47]1=2. (4) Reactant: [Cl:1][C:2]1[CH:7]=[CH:6][C:5]([NH:8][C:9]([NH:11][C:12]2[CH:17]=[CH:16][C:15]([OH:18])=[C:14]([C:19]3[N:20]([CH3:24])[N:21]=[CH:22][CH:23]=3)[CH:13]=2)=[O:10])=[CH:4][CH:3]=1.[Cl:25]N1C(=O)CCC1=O.[O-]S([O-])(=S)=O.[Na+].[Na+].C([O-])(O)=O.[Na+]. Product: [Cl:25][C:23]1[CH:22]=[N:21][N:20]([CH3:24])[C:19]=1[C:14]1[CH:13]=[C:12]([NH:11][C:9]([NH:8][C:5]2[CH:4]=[CH:3][C:2]([Cl:1])=[CH:7][CH:6]=2)=[O:10])[CH:17]=[CH:16][C:15]=1[OH:18]. The catalyst class is: 18. (5) Reactant: [OH-].[Na+].[CH3:3][C:4]1[O:8][C:7]([C:9]2[CH:14]=[CH:13][CH:12]=[CH:11][CH:10]=2)=[N:6][C:5]=1[CH2:15][O:16][C:17]1[CH:46]=[CH:45][C:20]([CH2:21][O:22]/[N:23]=[C:24](/[C:32]2[CH:37]=[CH:36][C:35]([O:38][C:39]3[CH:44]=[CH:43][CH:42]=[CH:41][CH:40]=3)=[CH:34][CH:33]=2)\[CH2:25][CH2:26][C:27]([O:29]CC)=[O:28])=[CH:19][CH:18]=1.CO.Cl. Product: [CH3:3][C:4]1[O:8][C:7]([C:9]2[CH:14]=[CH:13][CH:12]=[CH:11][CH:10]=2)=[N:6][C:5]=1[CH2:15][O:16][C:17]1[CH:46]=[CH:45][C:20]([CH2:21][O:22]/[N:23]=[C:24](/[C:32]2[CH:33]=[CH:34][C:35]([O:38][C:39]3[CH:44]=[CH:43][CH:42]=[CH:41][CH:40]=3)=[CH:36][CH:37]=2)\[CH2:25][CH2:26][C:27]([OH:29])=[O:28])=[CH:19][CH:18]=1. The catalyst class is: 7.